This data is from Reaction yield outcomes from USPTO patents with 853,638 reactions. The task is: Predict the reaction yield, written as a fraction of the theoretical maximum amount of product (1.0 means a 100% yield; for example, 0.34 means a 34% yield). The reactants are [C:1]1(=[O:8])[O:7][C:5](=[O:6])[CH2:4][CH2:3][CH2:2]1.[Cl:9][C:10]1[CH:15]=[CH:14][C:13]([C:16]2[S:24][C:23]3[C:22](=[O:25])[N:21]([C:26]4[CH:31]=[CH:30][C:29]([O:32][CH2:33][C@@H:34]([CH:36]5[CH2:38][CH2:37]5)[OH:35])=[C:28]([O:39][CH3:40])[CH:27]=4)[CH:20]=[N:19][C:18]=3[CH:17]=2)=[CH:12][CH:11]=1.N1(C2C=CN=CC=2)CCCC1. The catalyst is C(Cl)Cl. The product is [Cl:9][C:10]1[CH:15]=[CH:14][C:13]([C:16]2[S:24][C:23]3[C:22](=[O:25])[N:21]([C:26]4[CH:31]=[CH:30][C:29]([O:32][CH2:33][C@@H:34]([CH:36]5[CH2:37][CH2:38]5)[O:35][C:5](=[O:6])[CH2:4][CH2:3][CH2:2][C:1]([OH:7])=[O:8])=[C:28]([O:39][CH3:40])[CH:27]=4)[CH:20]=[N:19][C:18]=3[CH:17]=2)=[CH:12][CH:11]=1. The yield is 0.780.